This data is from Catalyst prediction with 721,799 reactions and 888 catalyst types from USPTO. The task is: Predict which catalyst facilitates the given reaction. (1) Reactant: C([O:8][N:9]1[C:18]2[C:13](=[CH:14][CH:15]=[CH:16][N:17]=2)[C:12]([OH:19])=[C:11]([CH2:20][C:21]([O:23][CH2:24][CH3:25])=[O:22])[C:10]1=[O:26])C1C=CC=CC=1. Product: [OH:8][N:9]1[C:18]2[C:13](=[CH:14][CH:15]=[CH:16][N:17]=2)[C:12]([OH:19])=[C:11]([CH2:20][C:21]([O:23][CH2:24][CH3:25])=[O:22])[C:10]1=[O:26]. The catalyst class is: 50. (2) Product: [CH3:3][O:4][N:5]([CH3:30])[C:6]([C:8]1[C:13]([N:14]([CH2:31][O:32][CH3:33])[S:15]([C:18]2[CH:23]=[CH:22][C:21]([CH3:24])=[C:20]([C:25]([F:28])([F:26])[F:27])[CH:19]=2)(=[O:17])=[O:16])=[CH:12][C:11]([Cl:29])=[CH:10][N:9]=1)=[O:7]. The catalyst class is: 1. Reactant: [H-].[Na+].[CH3:3][O:4][N:5]([CH3:30])[C:6]([C:8]1[C:13]([NH:14][S:15]([C:18]2[CH:23]=[CH:22][C:21]([CH3:24])=[C:20]([C:25]([F:28])([F:27])[F:26])[CH:19]=2)(=[O:17])=[O:16])=[CH:12][C:11]([Cl:29])=[CH:10][N:9]=1)=[O:7].[CH3:31][O:32][CH2:33]Cl. (3) Reactant: [Cl:1][C:2]1[CH:3]=[CH:4][C:5]([N:35]2[CH:39]=[N:38][CH:37]=[N:36]2)=[C:6]([CH2:8][C:9]([NH:11][C:12]2[C:13]([NH:19][CH2:20][CH2:21][CH:22]3[CH2:27][CH2:26][CH2:25][CH2:24][N:23]3[C:28]([O:30][C:31]([CH3:34])([CH3:33])[CH3:32])=[O:29])=[N:14][CH:15]=[CH:16][C:17]=2O)=[O:10])[CH:7]=1.C1(P(C2C=CC=CC=2)C2C=CC=CC=2)C=CC=CC=1.CC(OC(/N=N/C(OC(C)C)=O)=O)C. Product: [Cl:1][C:2]1[CH:3]=[CH:4][C:5]([N:35]2[CH:39]=[N:38][CH:37]=[N:36]2)=[C:6]([CH:7]=1)[CH2:8][C:9]1[O:10][C:17]2[CH:16]=[CH:15][N:14]=[C:13]([NH:19][CH2:20][CH2:21][CH:22]3[CH2:27][CH2:26][CH2:25][CH2:24][N:23]3[C:28]([O:30][C:31]([CH3:32])([CH3:34])[CH3:33])=[O:29])[C:12]=2[N:11]=1. The catalyst class is: 68. (4) Reactant: [NH2:1][C:2]1[N:7]=[C:6]([CH3:8])[C:5]([CH2:9][C:10]2[CH:15]=[CH:14][C:13]([OH:16])=[CH:12][CH:11]=2)=[C:4]([NH:17]CCCCC)[N:3]=1.C([O-])([O-])=O.[Cs+].[Cs+].Cl.[CH3:30][N:31]([CH3:35])[CH2:32][CH2:33]Cl.[Na+].[I-]. Product: [CH3:30][N:31]([CH3:35])[CH2:32][CH2:33][O:16][C:13]1[CH:12]=[CH:11][C:10]([CH2:9][C:5]2[C:4]([NH2:17])=[N:3][C:2]([NH:1][CH2:8][CH2:6][CH2:5][CH2:9][CH3:10])=[N:7][C:6]=2[CH3:8])=[CH:15][CH:14]=1. The catalyst class is: 3. (5) Product: [C:28]1([CH2:27][CH2:26][S:23]([N:20]2[CH2:21][CH2:22][CH:17]([CH2:16][NH:15][C:14]([C:11]3[CH:12]=[N:13][C:8]([NH2:7])=[N:9][CH:10]=3)=[O:34])[CH2:18][CH2:19]2)(=[O:25])=[O:24])[CH:29]=[CH:30][CH:31]=[CH:32][CH:33]=1. The catalyst class is: 89. Reactant: C(OC(=O)[NH:7][C:8]1[N:13]=[CH:12][C:11]([C:14](=[O:34])[NH:15][CH2:16][CH:17]2[CH2:22][CH2:21][N:20]([S:23]([CH2:26][CH2:27][C:28]3[CH:33]=[CH:32][CH:31]=[CH:30][CH:29]=3)(=[O:25])=[O:24])[CH2:19][CH2:18]2)=[CH:10][N:9]=1)(C)(C)C. (6) Reactant: [F:1][C:2]1[CH:3]=[C:4]([CH:7]=[C:8]([F:10])[CH:9]=1)[CH2:5]Br.[H-].[Na+].[F:13][C:14]([F:23])([F:22])[CH2:15][CH2:16][CH:17]([C:20]#[N:21])[C:18]#[N:19]. Product: [F:1][C:2]1[CH:3]=[C:4]([CH:7]=[C:8]([F:10])[CH:9]=1)[CH2:5][C:17]([CH2:16][CH2:15][C:14]([F:13])([F:22])[F:23])([C:18]#[N:19])[C:20]#[N:21]. The catalyst class is: 9. (7) Reactant: [Br:1][C:2]1[CH:3]=[C:4]([C:8]2[C:9]([C:14]3[CH:19]=[CH:18][CH:17]=[C:16]([Br:20])[CH:15]=3)=[CH:10][CH:11]=[CH:12][CH:13]=2)[CH:5]=[CH:6][CH:7]=1.ClCCl.O.C(Cl)(Cl)Cl. Product: [Br:1][C:2]1[CH:7]=[CH:6][C:5]2[C:19]3[C:14](=[CH:15][C:16]([Br:20])=[CH:17][CH:18]=3)[C:9]3[C:8](=[CH:13][CH:12]=[CH:11][CH:10]=3)[C:4]=2[CH:3]=1. The catalyst class is: 81. (8) Reactant: [N:1]1[CH:6]=[CH:5]C=[CH:3][CH:2]=1.CN(C)[CH:9]=[O:10].[C:12](Cl)(=[O:16])[C:13](Cl)=O.[NH2:18][C:19]1[S:20][C:21]2[CH:27]=[CH:26][CH:25]=[CH:24][C:22]=2[N:23]=1.C([N:30]([CH:34]([CH3:36])[CH3:35])[CH:31]([CH3:33])C)C.[OH2:37]. Product: [CH3:9][O:10][C:24]1[C:22]2[N:23]=[C:19]([NH:18][C:12](=[O:16])[C:13]3[CH:33]=[CH:31][N:30]=[C:34]([CH3:35])[CH:36]=3)[S:20][C:21]=2[C:27]([N:1]2[CH2:2][CH2:3][O:37][CH2:5][CH2:6]2)=[CH:26][CH:25]=1. The catalyst class is: 4.